From a dataset of Forward reaction prediction with 1.9M reactions from USPTO patents (1976-2016). Predict the product of the given reaction. (1) Given the reactants [NH:1]1[C:9]2[C:4](=[C:5]([C:10]3[CH:18]=[C:17]4[C:13]([CH:14]=[N:15][N:16]4S(C4C=CC(C)=CC=4)(=O)=O)=[C:12]([C:29]4NN=[N:31][N:30]=4)[CH:11]=3)[CH:6]=[CH:7][CH:8]=2)[CH:3]=[CH:2]1.[NH:1]1[C:9]2[C:4](=[C:5]([C:10]3[CH:18]=[C:17]4[C:13]([CH:14]=[N:15][N:16]4S(C4C=CC=CC=4)(=O)=O)=[C:12]([C:29]4NN=[N:31][N:30]=4)[CH:11]=3)[CH:6]=[CH:7][CH:8]=2)[CH:3]=[CH:2]1.[CH:66]1([C:72](Cl)=[O:73])[CH2:71][CH2:70][CH2:69][CH2:68][CH2:67]1.[OH-].[Na+].Cl, predict the reaction product. The product is: [CH:66]1([C:72]2[O:73][C:29]([C:12]3[CH:11]=[C:10]([C:5]4[CH:6]=[CH:7][CH:8]=[C:9]5[C:4]=4[CH:3]=[CH:2][NH:1]5)[CH:18]=[C:17]4[C:13]=3[CH:14]=[N:15][NH:16]4)=[N:30][N:31]=2)[CH2:71][CH2:70][CH2:69][CH2:68][CH2:67]1. (2) Given the reactants [C:1]([C:3]1[CH:8]=[CH:7][C:6]([CH:9]2[N:14]([CH2:15][C:16](O)=[O:17])[C:13](=[O:19])[N:12]([C:20]3[CH:25]=[CH:24][CH:23]=[C:22]([C:26]([F:29])([F:28])[F:27])[CH:21]=3)[C:11]([CH3:30])=[C:10]2[C:31]([C:33]2[O:34][CH:35]=[CH:36][CH:37]=2)=[O:32])=[CH:5][CH:4]=1)#[N:2].[F:38][C:39]([F:46])([F:45])[CH2:40][S:41]([NH2:44])(=[O:43])=[O:42].C1(N=C=NC2CCCCC2)CCCCC1, predict the reaction product. The product is: [C:1]([C:3]1[CH:8]=[CH:7][C:6]([CH:9]2[N:14]([CH2:15][C:16]([NH:44][S:41]([CH2:40][C:39]([F:46])([F:45])[F:38])(=[O:43])=[O:42])=[O:17])[C:13](=[O:19])[N:12]([C:20]3[CH:25]=[CH:24][CH:23]=[C:22]([C:26]([F:29])([F:27])[F:28])[CH:21]=3)[C:11]([CH3:30])=[C:10]2[C:31]([C:33]2[O:34][CH:35]=[CH:36][CH:37]=2)=[O:32])=[CH:5][CH:4]=1)#[N:2]. (3) Given the reactants [CH:1]([O-])=[O:2].[Na+].[CH2:5]([O:7][C:8]([C:10]1[CH:11]=[C:12]([CH3:29])[C:13]2[O:19][C:18]3[C:20]([Cl:25])=[CH:21][C:22]([NH2:24])=[CH:23][C:17]=3[CH2:16][S:15](=[O:27])(=[O:26])[C:14]=2[CH:28]=1)=[O:9])[CH3:6].COC(C1C=C(C)C2OC3C(Cl)=CC(N)=CC=3CS(=O)(=O)C=2C=1)=O, predict the reaction product. The product is: [CH2:5]([O:7][C:8]([C:10]1[CH:11]=[C:12]([CH3:29])[C:13]2[O:19][C:18]3[C:20]([Cl:25])=[CH:21][C:22]([NH:24][CH:1]=[O:2])=[CH:23][C:17]=3[CH2:16][S:15](=[O:27])(=[O:26])[C:14]=2[CH:28]=1)=[O:9])[CH3:6]. (4) Given the reactants [O:1]=[S:2]1(=[O:21])[N:7]([C:8]2[CH:20]=[CH:19][C:11]([C:12]([O:14]C(C)(C)C)=[O:13])=[CH:10][CH:9]=2)[CH2:6][CH2:5][O:4][CH2:3]1, predict the reaction product. The product is: [O:21]=[S:2]1(=[O:1])[N:7]([C:8]2[CH:20]=[CH:19][C:11]([C:12]([OH:14])=[O:13])=[CH:10][CH:9]=2)[CH2:6][CH2:5][O:4][CH2:3]1. (5) Given the reactants [N+:1]([C:4]1[CH:5]=[CH:6][C:7]([S:10][CH2:11][CH2:12][OH:13])=[N:8][CH:9]=1)([O-:3])=[O:2].[Cl:14][C:15]1[CH:23]=[CH:22][C:18]([C:19](Cl)=[O:20])=[CH:17][CH:16]=1.N1C=CC=CC=1, predict the reaction product. The product is: [Cl:14][C:15]1[CH:23]=[CH:22][C:18]([C:19]([O:13][CH2:12][CH2:11][S:10][C:7]2[CH:6]=[CH:5][C:4]([N+:1]([O-:3])=[O:2])=[CH:9][N:8]=2)=[O:20])=[CH:17][CH:16]=1. (6) The product is: [F:1][C:2]1[CH:7]=[CH:6][C:5]([F:8])=[CH:4][C:3]=1[CH:9]1[CH2:13][CH2:12][CH2:11][N:10]1[C:14]1[CH:19]=[CH:18][N:17]2[N:20]=[CH:21][C:22](/[CH:23]=[CH:24]/[C:25]([NH:32][CH2:31][CH2:30][O:29][CH3:28])=[O:27])=[C:16]2[N:15]=1. Given the reactants [F:1][C:2]1[CH:7]=[CH:6][C:5]([F:8])=[CH:4][C:3]=1[CH:9]1[CH2:13][CH2:12][CH2:11][N:10]1[C:14]1[CH:19]=[CH:18][N:17]2[N:20]=[CH:21][C:22](/[CH:23]=[CH:24]/[C:25]([OH:27])=O)=[C:16]2[N:15]=1.[CH3:28][O:29][CH2:30][CH2:31][NH2:32].CCN(C(C)C)C(C)C.CN(C(ON1N=NC2C=CC=NC1=2)=[N+](C)C)C.F[P-](F)(F)(F)(F)F, predict the reaction product.